This data is from Catalyst prediction with 721,799 reactions and 888 catalyst types from USPTO. The task is: Predict which catalyst facilitates the given reaction. (1) Reactant: [Cl:1][C:2]1[CH:11]=[CH:10][C:5]([C:6]([O:8][CH3:9])=[O:7])=[C:4]([NH:12][CH2:13][CH2:14][CH2:15][OH:16])[C:3]=1[NH:17][C:18](=S)[NH:19][C:20]1[C:21]([O:29][CH3:30])=[N:22][C:23]([CH3:28])=[N:24][C:25]=1[O:26][CH3:27].Cl.C(N=C=NCCCN(C)C)C.C(N(CC)CC)C. Product: [Cl:1][C:2]1[C:3]2[N:17]=[C:18]([NH:19][C:20]3[C:21]([O:29][CH3:30])=[N:22][C:23]([CH3:28])=[N:24][C:25]=3[O:26][CH3:27])[N:12]([CH2:13][CH2:14][CH2:15][OH:16])[C:4]=2[C:5]([C:6]([O:8][CH3:9])=[O:7])=[CH:10][CH:11]=1. The catalyst class is: 685. (2) Reactant: CC(OC(=O)[N:7]([C:15]1[C:24]([Cl:25])=[CH:23][CH:22]=[C:21]2[C:16]=1[CH:17]=[CH:18][C:19](Cl)=[N:20]2)[C:8]([O:10][C:11]([CH3:14])([CH3:13])[CH3:12])=[O:9])(C)C.[NH:28]1[CH2:33][CH2:32][O:31][CH2:30][CH2:29]1. Product: [C:11]([O:10][C:8](=[O:9])[NH:7][C:15]1[C:24]([Cl:25])=[CH:23][CH:22]=[C:21]2[C:16]=1[CH:17]=[CH:18][C:19]([N:28]1[CH2:33][CH2:32][O:31][CH2:30][CH2:29]1)=[N:20]2)([CH3:14])([CH3:13])[CH3:12]. The catalyst class is: 66. (3) Reactant: [C:1]([CH:3]([C:8]1[CH:13]=[CH:12][C:11]([N+:14]([O-:16])=[O:15])=[C:10]([O:17][CH3:18])[CH:9]=1)[C:4](OC)=[O:5])#[N:2].C([O-])(O)=O.[Na+]. Product: [NH2:2][CH2:1][CH:3]([C:8]1[CH:13]=[CH:12][C:11]([N+:14]([O-:16])=[O:15])=[C:10]([O:17][CH3:18])[CH:9]=1)[CH2:4][OH:5]. The catalyst class is: 1. (4) Reactant: [CH3:1][O:2][C:3]1[C:11]([CH3:12])=[CH:10][C:6]([C:7]([OH:9])=[O:8])=[CH:5][C:4]=1[CH3:13].S(=O)(=O)(O)O.[C:19](=O)(O)[O-].[Na+]. Product: [CH3:19][O:8][C:7](=[O:9])[C:6]1[CH:5]=[C:4]([CH3:13])[C:3]([O:2][CH3:1])=[C:11]([CH3:12])[CH:10]=1. The catalyst class is: 5. (5) Reactant: Br[C:2]1[C:11]2[C:6](=[CH:7][CH:8]=[CH:9][CH:10]=2)[C:5]([S:12]([NH:15][C:16]([CH3:19])([CH3:18])[CH3:17])(=[O:14])=[O:13])=[CH:4][CH:3]=1.[B:20]1([B:20]2[O:24][C:23]([CH3:26])([CH3:25])[C:22]([CH3:28])([CH3:27])[O:21]2)[O:24][C:23]([CH3:26])([CH3:25])[C:22]([CH3:28])([CH3:27])[O:21]1.C([O-])([O-])=O.[K+].[K+]. Product: [C:16]([NH:15][S:12]([C:5]1[C:6]2[C:11](=[CH:10][CH:9]=[CH:8][CH:7]=2)[C:2]([B:20]2[O:24][C:23]([CH3:26])([CH3:25])[C:22]([CH3:28])([CH3:27])[O:21]2)=[CH:3][CH:4]=1)(=[O:14])=[O:13])([CH3:19])([CH3:18])[CH3:17]. The catalyst class is: 75. (6) Reactant: [Br:1][C:2]1[CH:3]=[C:4]([C:13]2[S:14][C:15]([C:19]([O:21][CH3:22])=[O:20])=[C:16]([CH3:18])[N:17]=2)[CH:5]=[CH:6][C:7]=1[O:8][CH2:9][CH2:10][CH2:11]Cl.[CH3:23][CH:24]1[CH2:28][CH2:27][CH2:26][NH:25]1.C(=O)([O-])[O-].[K+].[K+].[I-].[Na+]. Product: [Br:1][C:2]1[CH:3]=[C:4]([C:13]2[S:14][C:15]([C:19]([O:21][CH3:22])=[O:20])=[C:16]([CH3:18])[N:17]=2)[CH:5]=[CH:6][C:7]=1[O:8][CH2:9][CH2:10][CH2:11][N:25]1[CH2:26][CH2:27][CH2:28][CH:24]1[CH3:23]. The catalyst class is: 245. (7) Reactant: C([Li])CCC.CCCCCC.Br[C:13]1[S:14][C:15]([C:18]([OH:27])([C:23]([F:26])([F:25])[F:24])[C:19]([F:22])([F:21])[F:20])=[CH:16][N:17]=1.CN(C)[CH:30]=[O:31]. Product: [F:20][C:19]([F:22])([F:21])[C:18]([C:15]1[S:14][C:13]([CH:30]=[O:31])=[N:17][CH:16]=1)([OH:27])[C:23]([F:26])([F:25])[F:24]. The catalyst class is: 27. (8) Reactant: [CH:1]1[C:20]([OH:21])=[C:19]([OH:22])[C:18]2[O:17][C:15](=O)[C:5]3=[CH:6][C:7](O)=[C:8]([OH:13])[C:9]4[O:10]C(=O)[C:2]=1[C:3]=2[C:4]=43. Product: [CH2:4]1[C:9]2([OH:10])[CH2:8][O:17][C:18]3[C:19]([OH:22])=[C:20]([OH:21])[CH:1]=[CH:2][C:3]=3[C:4]2=[C:5]2[C:6]1=[CH:7][C:8]([C:9]([OH:10])=[CH:15]2)=[O:13]. The catalyst class is: 16. (9) Reactant: Br[C:2]1[CH:7]=[CH:6][C:5]([Br:8])=[CH:4][N:3]=1.[CH3:9][S-:10].[Na+].O.C(OCC)(=O)C. Product: [Br:8][C:5]1[CH:6]=[CH:7][C:2]([S:10][CH3:9])=[N:3][CH:4]=1. The catalyst class is: 9.